From a dataset of Reaction yield outcomes from USPTO patents with 853,638 reactions. Predict the reaction yield, written as a fraction of the theoretical maximum amount of product (1.0 means a 100% yield; for example, 0.34 means a 34% yield). (1) The reactants are [I:1][C:2]1[CH:3]=[C:4]2[C:9](=[CH:10][CH:11]=1)[O:8][C@@H:7]([C:12](O)=[O:13])[CH2:6][CH2:5]2.B.C1COCC1.O.C([O-])(O)=O.[Na+]. The catalyst is C1COCC1. The product is [I:1][C:2]1[CH:3]=[C:4]2[C:9](=[CH:10][CH:11]=1)[O:8][C@@H:7]([CH2:12][OH:13])[CH2:6][CH2:5]2. The yield is 1.00. (2) The reactants are [C:1]([N:4]1[C:13]2[C:8](=[CH:9][C:10]([F:14])=[CH:11][CH:12]=2)[C@H:7]([NH:15]C(=O)OCC2C=CC=CC=2)[C@@H:6]([CH3:26])[C@@H:5]1[CH:27]1[CH2:29][CH2:28]1)(=[O:3])[CH3:2]. The catalyst is C(OCC)(=O)C.[Pd]. The product is [NH2:15][C@H:7]1[C:8]2[C:13](=[CH:12][CH:11]=[C:10]([F:14])[CH:9]=2)[N:4]([C:1](=[O:3])[CH3:2])[C@@H:5]([CH:27]2[CH2:29][CH2:28]2)[C@@H:6]1[CH3:26]. The yield is 0.850.